Task: Regression. Given a peptide amino acid sequence and an MHC pseudo amino acid sequence, predict their binding affinity value. This is MHC class I binding data.. Dataset: Peptide-MHC class I binding affinity with 185,985 pairs from IEDB/IMGT The peptide sequence is ETDVMTRGQ. The MHC is HLA-A30:01 with pseudo-sequence HLA-A30:01. The binding affinity (normalized) is 0.0847.